Dataset: Reaction yield outcomes from USPTO patents with 853,638 reactions. Task: Predict the reaction yield, written as a fraction of the theoretical maximum amount of product (1.0 means a 100% yield; for example, 0.34 means a 34% yield). The reactants are [CH2:1]([OH:12])[C@H:2]([C@H:4]([C@@H:6]([C@@H:8]([CH2:10][OH:11])[OH:9])[OH:7])[OH:5])[OH:3].CO[C:15](OC)([CH3:17])[CH3:16].C(=O)(O)[O-].[Na+].O1C[CH2:28][CH2:27][CH2:26]1. The catalyst is CN(C)C=O.O.C1(C)C=CC(S(O)(=O)=O)=CC=1. The product is [CH3:16][C:15]1([CH3:17])[O:9][C@@H:8]([C@@H:6]([OH:7])[C@H:4]([OH:5])[C@@H:2]2[O:3][C:27]([CH3:28])([CH3:26])[O:12][CH2:1]2)[CH2:10][O:11]1. The yield is 0.473.